Dataset: Forward reaction prediction with 1.9M reactions from USPTO patents (1976-2016). Task: Predict the product of the given reaction. (1) Given the reactants [H-].[H-].[H-].[H-].[Li+].[Al+3].[F:7][C:8]1[CH:9]=[C:10]([S:14][C:15]2[CH:20]=[CH:19][CH:18]=[CH:17][C:16]=2[CH2:21][CH2:22][C:23](O)=[O:24])[CH:11]=[CH:12][CH:13]=1.O.Cl, predict the reaction product. The product is: [F:7][C:8]1[CH:9]=[C:10]([S:14][C:15]2[CH:20]=[CH:19][CH:18]=[CH:17][C:16]=2[CH2:21][CH2:22][CH2:23][OH:24])[CH:11]=[CH:12][CH:13]=1. (2) Given the reactants [CH2:1]1[C:11]2=[C:12]3[C:7](=[CH:8][CH:9]=[CH:10]2)[CH2:6][CH2:5][CH2:4][N:3]3[C:2]1=O.[H-].C([Al+]CC(C)C)C(C)C.C1(C)C=CC=CC=1.Cl.O, predict the reaction product. The product is: [CH:1]1[C:11]2=[C:12]3[C:7](=[CH:8][CH:9]=[CH:10]2)[CH2:6][CH2:5][CH2:4][N:3]3[CH:2]=1. (3) Given the reactants [CH2:1]([N:3]1[C:14]2[C:15]3[C:7](=[CH:8][NH:9][C:10]=3[CH:11]=[C:12]([C:16]([O:18][CH3:19])=[O:17])[CH:13]=2)[CH:6]=[CH:5][S:4]1(=[O:21])=[O:20])[CH3:2].[H-].[Na+].I[CH2:25][CH3:26], predict the reaction product. The product is: [CH2:1]([N:3]1[C:14]2[C:15]3[C:7](=[CH:8][N:9]([CH2:25][CH3:26])[C:10]=3[CH:11]=[C:12]([C:16]([O:18][CH3:19])=[O:17])[CH:13]=2)[CH:6]=[CH:5][S:4]1(=[O:21])=[O:20])[CH3:2]. (4) The product is: [CH3:1][C:2]1[C:3]([CH2:14][S@:15]([C:16]2[NH:17][C:18]3[CH:24]=[CH:23][CH:22]=[CH:21][C:19]=3[N:20]=2)=[O:27])=[N:4][CH:5]=[CH:6][C:7]=1[O:8][CH2:9][C:10]([F:12])([F:11])[F:13]. Given the reactants [CH3:1][C:2]1[C:3]([CH2:14][S:15][C:16]2[NH:20][C:19]3[CH:21]=[CH:22][CH:23]=[CH:24][C:18]=3[N:17]=2)=[N:4][CH:5]=[CH:6][C:7]=1[O:8][CH2:9][C:10]([F:13])([F:12])[F:11].O.C(C(C(C(OCC)=O)O)O)(OCC)=[O:27].C(N(C(C)C)CC)(C)C.[O-]O.C1(C(C)C)C=CC=CC=1, predict the reaction product. (5) Given the reactants [Cl:1][C:2]1[CH:7]=[CH:6][CH:5]=[CH:4][C:3]=1[C:8]1[NH:9][C:10]2[C:15]([CH:16]=1)=[CH:14][C:13]([C:17]1[CH:25]=[CH:24][C:20]([C:21]([OH:23])=O)=[CH:19][C:18]=1[CH3:26])=[CH:12][CH:11]=2.Cl.CN.[CH3:30][N:31](C(ON1N=NC2C=CC=CC1=2)=[N+](C)C)C.F[P-](F)(F)(F)(F)F.CCN(C(C)C)C(C)C, predict the reaction product. The product is: [Cl:1][C:2]1[CH:7]=[CH:6][CH:5]=[CH:4][C:3]=1[C:8]1[NH:9][C:10]2[C:15]([CH:16]=1)=[CH:14][C:13]([C:17]1[CH:25]=[CH:24][C:20]([C:21]([NH:31][CH3:30])=[O:23])=[CH:19][C:18]=1[CH3:26])=[CH:12][CH:11]=2. (6) Given the reactants Cl[C:2]1[C:7]([F:8])=[C:6]([F:9])[N:5]=[CH:4][C:3]=1[C:10]([OH:12])=[O:11].[S:13]1[C:17]2[CH:18]=[C:19]([NH2:22])[CH:20]=[CH:21][C:16]=2[N:15]=[CH:14]1, predict the reaction product. The product is: [S:13]1[C:17]2[CH:18]=[C:19]([NH:22][C:2]3[C:3]([C:10]([OH:12])=[O:11])=[CH:4][N:5]=[C:6]([F:9])[C:7]=3[F:8])[CH:20]=[CH:21][C:16]=2[N:15]=[CH:14]1. (7) Given the reactants C(N(CC)C(C)C)(C)C.CN(C(ON1N=NC2C=CC=NC1=2)=[N+](C)C)C.F[P-](F)(F)(F)(F)F.[Cl:34][C:35]1[CH:36]=[C:37]([CH:54]=[CH:55][CH:56]=1)[CH2:38][NH:39][C:40]1[N:53]=[C:43]2[C:44]([O:51][CH3:52])=[CH:45][C:46]([C:48]([OH:50])=O)=[CH:47][N:42]2[N:41]=1.[CH3:57][CH:58]1[NH:65][CH2:64][C:61]2([CH2:63][CH2:62]2)[NH:60][C:59]1=[O:66], predict the reaction product. The product is: [Cl:34][C:35]1[CH:36]=[C:37]([CH:54]=[CH:55][CH:56]=1)[CH2:38][NH:39][C:40]1[N:53]=[C:43]2[C:44]([O:51][CH3:52])=[CH:45][C:46]([C:48]([N:65]3[CH2:64][C:61]4([CH2:63][CH2:62]4)[NH:60][C:59](=[O:66])[CH:58]3[CH3:57])=[O:50])=[CH:47][N:42]2[N:41]=1.